Predict the reactants needed to synthesize the given product. From a dataset of Full USPTO retrosynthesis dataset with 1.9M reactions from patents (1976-2016). (1) Given the product [O:22]1[C:20]2[C:19](=[CH:15][CH:14]=[CH:13][CH:21]=2)[CH:26]=[CH:24][CH2:23]1, predict the reactants needed to synthesize it. The reactants are: C(N(CC)CC)C.BrC(C)(C)C(O[C:13]1[CH:14]=[C:15]([CH:19]=[C:20]([O:22][C:23](=O)[C:24](Br)([CH3:26])C)[CH:21]=1)C(Cl)=O)=O. (2) Given the product [N:32]1([C:35]2[CH:36]=[C:37]([CH2:41][OH:42])[CH:38]=[CH:39][CH:40]=2)[CH2:33][CH2:34][NH:29][CH2:30][CH2:31]1, predict the reactants needed to synthesize it. The reactants are: C(OC(N1CCNCC1C1C=CC=C(CO)C=1)=O)(C)(C)C.C(OC([N:29]1[CH2:34][CH2:33][N:32]([C:35]2[CH:40]=[CH:39][CH:38]=[C:37]([CH2:41][OH:42])[CH:36]=2)[CH2:31][CH2:30]1)=O)(C)(C)C.C(O)C.Cl. (3) Given the product [CH3:1][N:2]([CH3:24])[CH:3]1[CH2:7][CH2:6][N:5]([C:8]2[N:13]3[N:14]=[C:15]([NH:17][C:38]([NH:37][CH2:35][CH3:36])=[O:39])[N:16]=[C:12]3[CH:11]=[C:10]([C:18]3[CH:19]=[N:20][CH:21]=[CH:22][CH:23]=3)[CH:9]=2)[CH2:4]1, predict the reactants needed to synthesize it. The reactants are: [CH3:1][N:2]([CH3:24])[CH:3]1[CH2:7][CH2:6][N:5]([C:8]2[N:13]3[N:14]=[C:15]([NH2:17])[N:16]=[C:12]3[CH:11]=[C:10]([C:18]3[CH:19]=[N:20][CH:21]=[CH:22][CH:23]=3)[CH:9]=2)[CH2:4]1.C[Si]([N-][Si](C)(C)C)(C)C.[Na+].[CH2:35]([N:37]=[C:38]=[O:39])[CH3:36].